From a dataset of Peptide-MHC class I binding affinity with 185,985 pairs from IEDB/IMGT. Regression. Given a peptide amino acid sequence and an MHC pseudo amino acid sequence, predict their binding affinity value. This is MHC class I binding data. (1) The peptide sequence is FPYSTFPII. The MHC is HLA-B07:02 with pseudo-sequence HLA-B07:02. The binding affinity (normalized) is 0.584. (2) The peptide sequence is CIVAAVIIMA. The MHC is HLA-A02:03 with pseudo-sequence HLA-A02:03. The binding affinity (normalized) is 0.406. (3) The peptide sequence is SQQPVQMLY. The MHC is HLA-B08:01 with pseudo-sequence HLA-B08:01. The binding affinity (normalized) is 0.213. (4) The peptide sequence is IANSNIIKNK. The MHC is HLA-A33:01 with pseudo-sequence HLA-A33:01. The binding affinity (normalized) is 0.0222. (5) The peptide sequence is RYLSKISEY. The MHC is H-2-Kd with pseudo-sequence H-2-Kd. The binding affinity (normalized) is 0. (6) The peptide sequence is LPLPWTSGAS. The MHC is HLA-B51:01 with pseudo-sequence HLA-B51:01. The binding affinity (normalized) is 0.143. (7) The peptide sequence is NAMGADYYA. The MHC is HLA-A02:01 with pseudo-sequence HLA-A02:01. The binding affinity (normalized) is 0.0847. (8) The peptide sequence is ALLLLVAHYA. The MHC is HLA-A02:01 with pseudo-sequence HLA-A02:01. The binding affinity (normalized) is 0.335.